Dataset: Full USPTO retrosynthesis dataset with 1.9M reactions from patents (1976-2016). Task: Predict the reactants needed to synthesize the given product. (1) The reactants are: [N+:1]([C:4]1[N:9]=[CH:8][C:7]([C:10]2[CH2:11][CH2:12][N:13](C(OC(C)(C)C)=O)[CH2:14][CH:15]=2)=[CH:6][CH:5]=1)([O-:3])=[O:2].C(OC(=O)C)C.[ClH:29]. Given the product [ClH:29].[N+:1]([C:4]1[N:9]=[CH:8][C:7]([C:10]2[CH2:11][CH2:12][NH:13][CH2:14][CH:15]=2)=[CH:6][CH:5]=1)([O-:3])=[O:2], predict the reactants needed to synthesize it. (2) Given the product [S:8]1[CH:9]=[CH:10][C:6]2[CH:5]=[CH:4][CH:3]=[C:2]([B:11]3[O:15][C:14]([CH3:17])([CH3:16])[C:13]([CH3:19])([CH3:18])[O:12]3)[C:7]1=2, predict the reactants needed to synthesize it. The reactants are: Br[C:2]1[C:7]2[S:8][CH:9]=[CH:10][C:6]=2[CH:5]=[CH:4][CH:3]=1.[B:11]1([B:11]2[O:15][C:14]([CH3:17])([CH3:16])[C:13]([CH3:19])([CH3:18])[O:12]2)[O:15][C:14]([CH3:17])([CH3:16])[C:13]([CH3:19])([CH3:18])[O:12]1.C([O-])(=O)C.[K+]. (3) Given the product [CH3:16][N:17]([CH3:25])[CH:18]1[CH2:23][CH2:22][CH:21]([N:1]([CH2:12][CH3:13])[C:2]2[S:6][CH:5]=[C:4]([C:7]([O:9][CH3:10])=[O:8])[C:3]=2[CH3:11])[CH2:20][CH2:19]1, predict the reactants needed to synthesize it. The reactants are: [NH2:1][C:2]1[S:6][CH:5]=[C:4]([C:7]([O:9][CH3:10])=[O:8])[C:3]=1[CH3:11].[CH3:12][C:13](O)=O.[CH3:16][N:17]([CH3:25])[CH:18]1[CH2:23][CH2:22][C:21](=O)[CH2:20][CH2:19]1.[BH-](OC(C)=O)(OC(C)=O)OC(C)=O.[Na+].C(=O)C.CC1C=C(C)NC(=O)C=1CNC(C1C(C)=C(N([C@H]2CC[C@@H](N(C)C)CC2)CC)SC=1)=O.CC1C=C(C)NC(=O)C=1CNC(C1C(C)=C(N([C@H]2CC[C@H](N(C)C)CC2)CC)SC=1)=O. (4) Given the product [F:12][C:11]([F:14])([F:13])[O:10][C:7]1[CH:6]=[C:3]2[C:2](=[CH:9][CH:8]=1)[O:1][CH2:17][C:16]([C:15]#[N:18])=[CH:4]2, predict the reactants needed to synthesize it. The reactants are: [OH:1][C:2]1[CH:9]=[CH:8][C:7]([O:10][C:11]([F:14])([F:13])[F:12])=[CH:6][C:3]=1[CH:4]=O.[C:15](#[N:18])[CH:16]=[CH2:17].C1N2CCN(CC2)C1.